This data is from Forward reaction prediction with 1.9M reactions from USPTO patents (1976-2016). The task is: Predict the product of the given reaction. (1) The product is: [C:32]([C@H:21]([CH2:22][C:23]1[CH:28]=[CH:27][C:26]([C:29]#[N:30])=[CH:25][C:24]=1[F:31])[NH:20][C:18](=[O:19])[C@@H:14]([NH:13][C@@H:8]([C:5]1[CH:6]=[CH:7][C:2]([C:41]2[CH:40]=[CH:39][C:38]([C@@H:36]([OH:37])[CH:35]([F:53])[F:34])=[CH:43][CH:42]=2)=[CH:3][CH:4]=1)[C:9]([F:12])([F:11])[F:10])[CH:15]([CH3:17])[CH3:16])#[N:33]. Given the reactants Br[C:2]1[CH:7]=[CH:6][C:5]([C@H:8]([NH:13][C@H:14]([C:18]([NH:20][C@H:21]([C:32]#[N:33])[CH2:22][C:23]2[CH:28]=[CH:27][C:26]([C:29]#[N:30])=[CH:25][C:24]=2[F:31])=[O:19])[CH:15]([CH3:17])[CH3:16])[C:9]([F:12])([F:11])[F:10])=[CH:4][CH:3]=1.[F:34][CH:35]([F:53])[C@@H:36]([C:38]1[CH:43]=[CH:42][C:41](B2OC(C)(C)C(C)(C)O2)=[CH:40][CH:39]=1)[OH:37], predict the reaction product. (2) The product is: [C:3](=[O:12])([O:8][CH:9]([CH3:11])[CH3:10])[O:4][CH:5]([I:1])[CH3:6]. Given the reactants [I-:1].[Na+].[C:3](=[O:12])([O:8][CH:9]([CH3:11])[CH3:10])[O:4][CH2:5][CH2:6]Cl, predict the reaction product. (3) Given the reactants [F:1][C:2]1[CH:3]=[C:4]([CH:8]=[CH:9][C:10]=1[C:11]1[S:12][C:13]2[C:18]([N:19]=1)=[CH:17][CH:16]=[C:15]([C:20]1([C:23]3[CH:28]=[CH:27][CH:26]=[CH:25][CH:24]=3)[CH2:22][CH2:21]1)[N:14]=2)[C:5]([OH:7])=O.[NH:29]1[CH2:34][CH2:33][O:32][CH2:31][CH2:30]1, predict the reaction product. The product is: [F:1][C:2]1[CH:3]=[C:4]([C:5]([N:29]2[CH2:34][CH2:33][O:32][CH2:31][CH2:30]2)=[O:7])[CH:8]=[CH:9][C:10]=1[C:11]1[S:12][C:13]2[C:18]([N:19]=1)=[CH:17][CH:16]=[C:15]([C:20]1([C:23]3[CH:24]=[CH:25][CH:26]=[CH:27][CH:28]=3)[CH2:22][CH2:21]1)[N:14]=2. (4) Given the reactants [CH:1]1([NH:6][C:7](=[O:16])[O:8][CH2:9][C:10]2[CH:15]=[CH:14][CH:13]=[CH:12][CH:11]=2)[CH2:5][CH:4]=[CH:3][CH2:2]1.C1C=C(Cl)C=C(C(OO)=[O:25])C=1, predict the reaction product. The product is: [CH:3]12[O:25][CH:4]1[CH2:5][CH:1]([NH:6][C:7](=[O:16])[O:8][CH2:9][C:10]1[CH:11]=[CH:12][CH:13]=[CH:14][CH:15]=1)[CH2:2]2. (5) Given the reactants COC(=O)[CH:4]([NH:20]C(OC(C)(C)C)=O)[CH2:5][C:6]1[CH:7]=[N:8][CH:9]=[CH:10][C:11]=1[NH:12][C:13](OC(C)(C)C)=[O:14].[ClH:29], predict the reaction product. The product is: [ClH:29].[ClH:29].[NH2:20][CH:4]1[CH2:5][C:6]2[C:11](=[CH:10][CH:9]=[N:8][CH:7]=2)[NH:12][C:13]1=[O:14]. (6) Given the reactants [N+:1]([C:4]1[CH:5]=[C:6]([C:10]2[O:11][C:12]3[CH:13]=[N:14][CH:15]=[CH:16][C:17]=3[N:18]=2)[CH:7]=[CH:8][CH:9]=1)([O-])=O.[NH4+].[Cl-], predict the reaction product. The product is: [N:18]1[C:17]2[CH:16]=[CH:15][N:14]=[CH:13][C:12]=2[O:11][C:10]=1[C:6]1[CH:5]=[C:4]([NH2:1])[CH:9]=[CH:8][CH:7]=1. (7) Given the reactants [CH3:1][S:2]([C:5]1[CH:10]=[CH:9][CH:8]=[CH:7][C:6]=1[OH:11])(=[O:4])=[O:3].[H-].[Na+].[Cl:14][C:15]1[CH:31]=[C:30]([Cl:32])[CH:29]=[CH:28][C:16]=1[CH2:17][NH:18][C:19](=[O:27])[C:20]1[CH:25]=[CH:24][C:23](F)=[N:22][CH:21]=1, predict the reaction product. The product is: [Cl:14][C:15]1[CH:31]=[C:30]([Cl:32])[CH:29]=[CH:28][C:16]=1[CH2:17][NH:18][C:19](=[O:27])[C:20]1[CH:25]=[CH:24][C:23]([O:11][C:6]2[CH:7]=[CH:8][CH:9]=[CH:10][C:5]=2[S:2]([CH3:1])(=[O:3])=[O:4])=[N:22][CH:21]=1.